Predict the reactants needed to synthesize the given product. From a dataset of Full USPTO retrosynthesis dataset with 1.9M reactions from patents (1976-2016). (1) The reactants are: [CH2:1](O)[CH2:2][CH2:3][CH2:4][CH2:5][CH2:6][CH2:7][CH:8]=[CH:9][CH:10]=[CH:11][CH3:12].N1C=CC=CC=1.CN(C)C=O.CS([Cl:29])(=O)=O. Given the product [Cl:29][CH2:1][CH2:2][CH2:3][CH2:4][CH2:5][CH2:6][CH2:7][CH:8]=[CH:9][CH:10]=[CH:11][CH3:12], predict the reactants needed to synthesize it. (2) The reactants are: [C:1]1([CH2:7][C:8](Cl)=[O:9])[CH:6]=[CH:5][CH:4]=[CH:3][CH:2]=1.[C:11]([N:15]1[C:19](=[O:20])[C:18]([NH:21][CH:22]2[CH2:27][CH2:26][NH:25][CH2:24][CH2:23]2)=[C:17]([C:28]2[CH:33]=[CH:32][CH:31]=[CH:30][CH:29]=2)[S:16]1(=[O:35])=[O:34])([CH3:14])([CH3:13])[CH3:12]. Given the product [C:11]([N:15]1[C:19](=[O:20])[C:18]([NH:21][CH:22]2[CH2:27][CH2:26][N:25]([C:8](=[O:9])[CH2:7][C:1]3[CH:6]=[CH:5][CH:4]=[CH:3][CH:2]=3)[CH2:24][CH2:23]2)=[C:17]([C:28]2[CH:29]=[CH:30][CH:31]=[CH:32][CH:33]=2)[S:16]1(=[O:35])=[O:34])([CH3:14])([CH3:12])[CH3:13], predict the reactants needed to synthesize it. (3) Given the product [CH3:1][N:2]1[CH2:7][CH2:6][CH2:5][CH:4]([CH2:8][O:9][S:16]([C:13]2[CH:14]=[CH:15][C:10]([CH3:20])=[CH:11][CH:12]=2)(=[O:18])=[O:17])[CH2:3]1, predict the reactants needed to synthesize it. The reactants are: [CH3:1][N:2]1[CH2:7][CH2:6][CH2:5][CH:4]([CH2:8][OH:9])[CH2:3]1.[C:10]1([CH3:20])[CH:15]=[CH:14][C:13]([S:16](Cl)(=[O:18])=[O:17])=[CH:12][CH:11]=1.CCN(CC)CC. (4) The reactants are: [C:1]([N:8]1[CH2:13][CH2:12][CH2:11][CH2:10][C:9]1=O)([O:3][C:4]([CH3:7])([CH3:6])[CH3:5])=[O:2].[Br:15][C:16]1[CH:21]=[CH:20][CH:19]=[C:18]([NH:22][NH2:23])[N:17]=1. Given the product [Br:15][C:16]1[N:17]=[C:18]([NH:22][N:23]=[C:11]2[CH2:12][CH2:13][N:8]([C:1]([O:3][C:4]([CH3:7])([CH3:6])[CH3:5])=[O:2])[CH2:9][CH2:10]2)[CH:19]=[CH:20][CH:21]=1, predict the reactants needed to synthesize it. (5) Given the product [IH:32].[CH3:24][N:20]([N:19]1[C:18]2[CH:25]=[CH:26][CH:27]=[CH:28][C:17]=2[N:16]=[C:15]1[N:11]1[CH2:12][CH2:13][CH2:14][NH:8][CH2:9][CH2:10]1)[C:21](=[O:23])[CH3:22], predict the reactants needed to synthesize it. The reactants are: C(OC([N:8]1[CH2:14][CH2:13][CH2:12][N:11]([C:15]2[N:19]([N:20]([CH3:24])[C:21](=[O:23])[CH3:22])[C:18]3[CH:25]=[CH:26][CH:27]=[CH:28][C:17]=3[N:16]=2)[CH2:10][CH2:9]1)=O)(C)(C)C.ClCCl.[IH:32]. (6) Given the product [C:45]([NH:47][CH:48]1[CH2:53][CH2:52][N:51]([C:16]2[N:17]=[C:18]([C:19]3[CH:24]=[CH:23][CH:22]=[CH:21][C:20]=3[CH3:25])[C:9]3[C:8](=[O:30])[N:7]([CH2:6][C:5]4[CH:4]=[C:3]([C:2]([F:39])([F:1])[F:38])[CH:33]=[C:32]([C:34]([F:36])([F:35])[F:37])[CH:31]=4)[CH2:14][CH2:13][CH2:12][NH:11][C:10]=3[N:15]=2)[CH2:50][CH2:49]1)(=[O:44])[CH3:54], predict the reactants needed to synthesize it. The reactants are: [F:1][C:2]([F:39])([F:38])[C:3]1[CH:4]=[C:5]([CH:31]=[C:32]([C:34]([F:37])([F:36])[F:35])[CH:33]=1)[CH2:6][N:7]1[CH2:14][CH2:13][CH2:12][NH:11][C:10]2[N:15]=[C:16](S(C)(=O)=O)[N:17]=[C:18]([C:19]3[CH:24]=[CH:23][CH:22]=[CH:21][C:20]=3[CH3:25])[C:9]=2[C:8]1=[O:30].C([O:44][C:45]([NH:47][CH:48]1[CH2:53][CH2:52][NH:51][CH2:50][CH2:49]1)=O)(C)(C)C.[C:54](OC(=O)C)(=O)C. (7) Given the product [Cl:1][C:2]1[CH:7]=[CH:6][N:5]=[C:4]([C:8](=[O:21])[C:9]([C:10]2[CH:11]=[CH:12][C:13]([O:16][CH3:17])=[CH:14][CH:15]=2)=[O:18])[CH:3]=1, predict the reactants needed to synthesize it. The reactants are: [Cl:1][C:2]1[CH:7]=[CH:6][N:5]=[C:4]([C:8]#[C:9][C:10]2[CH:15]=[CH:14][C:13]([O:16][CH3:17])=[CH:12][CH:11]=2)[CH:3]=1.[OH2:18].CS(C)=[O:21]. (8) Given the product [CH3:66][N:65]([CH3:70])[C:51]1[N:52]=[C:53]([C:55]2[N:59]3[CH:60]=[C:61]([F:64])[CH:62]=[CH:63][C:58]3=[N:57][CH:56]=2)[N:54]=[C:49]([NH:48][C@@H:44]2[CH2:45][CH2:46][CH2:47][N:42]([C:40]([O:39][C:35]([CH3:37])([CH3:36])[CH3:38])=[O:41])[CH2:43]2)[CH:50]=1, predict the reactants needed to synthesize it. The reactants are: ClC1N=C(C2N3C=C(F)C=CC3=NC=2)N=C(N[C@@H]2CCCN(C(OC(C)(C)C)=O)C2)C=1.CNC.[C:35]([O:39][C:40]([N:42]1[CH2:47][CH2:46][CH2:45][C@@H:44]([NH:48][C:49]2[N:54]=[C:53]([C:55]3[N:59]4[CH:60]=[C:61]([F:64])[CH:62]=[CH:63][C:58]4=[N:57][CH:56]=3)[N:52]=[C:51]([N:65]3[CH2:70]CN(C(OCC4C=CC=CC=4)=O)C[CH2:66]3)[CH:50]=2)[CH2:43]1)=[O:41])([CH3:38])([CH3:37])[CH3:36].